Dataset: Forward reaction prediction with 1.9M reactions from USPTO patents (1976-2016). Task: Predict the product of the given reaction. (1) Given the reactants [CH2:1]([O:8][C:9](=[O:21])[NH:10][C@H:11]([CH2:14]C1C=CC=CC=1)[CH2:12][NH2:13])[C:2]1[CH:7]=[CH:6][CH:5]=[CH:4][CH:3]=1.[C:22]([NH:29][C@@H:30]([C:32](O)=O)[CH3:31])([O:24][C:25]([CH3:28])([CH3:27])[CH3:26])=[O:23].Cl.CN(C)CCCN=C=NCC.O.ON1[C:53]2[CH:54]=[CH:55][CH:56]=[CH:57][C:52]=2N=N1.CN1CC[O:62]CC1, predict the reaction product. The product is: [C:25]([O:24][C:22]([NH:29][C@H:30]([CH2:31][C:52]1[CH:57]=[CH:56][CH:55]=[CH:54][CH:53]=1)[CH2:32][NH:13][C:12](=[O:62])[C@H:11]([NH:10][C:9](=[O:21])[O:8][CH2:1][C:2]1[CH:3]=[CH:4][CH:5]=[CH:6][CH:7]=1)[CH3:14])=[O:23])([CH3:26])([CH3:27])[CH3:28]. (2) The product is: [CH2:18]([N:25]1[CH2:29][CH2:28][N:27]([C:30]2[S:31][C:32]([C:36]([NH:10][CH2:11][C:12]3[CH:17]=[CH:16][CH:15]=[CH:14][N:13]=3)=[O:37])=[C:33]([CH3:35])[N:34]=2)[C:26]1=[O:39])[C:19]1[CH:24]=[CH:23][CH:22]=[CH:21][CH:20]=1. Given the reactants FC1C=CC(CN)=CC=1.[NH2:10][CH2:11][C:12]1[CH:17]=[CH:16][CH:15]=[CH:14][N:13]=1.[CH2:18]([N:25]1[CH2:29][CH2:28][N:27]([C:30]2[S:31][C:32]([C:36](O)=[O:37])=[C:33]([CH3:35])[N:34]=2)[C:26]1=[O:39])[C:19]1[CH:24]=[CH:23][CH:22]=[CH:21][CH:20]=1, predict the reaction product. (3) Given the reactants [NH2:1][C:2]1[NH:6][C:5]2[C:7]3[CH2:8][C:9]([CH3:19])([CH3:18])[O:10][C:11]=3[C:12]([C:14]([O:16][CH3:17])=[O:15])=[CH:13][C:4]=2[N:3]=1.CCN=C=NCCCN(C)C.Cl.C1C=CC2N(O)N=NC=2C=1.[Cl:42][C:43]1[CH:51]=[CH:50][CH:49]=[C:48]([F:52])[C:44]=1[C:45](O)=[O:46], predict the reaction product. The product is: [Cl:42][C:43]1[CH:51]=[CH:50][CH:49]=[C:48]([F:52])[C:44]=1[C:45]([NH:1][C:2]1[NH:6][C:5]2[C:7]3[CH2:8][C:9]([CH3:19])([CH3:18])[O:10][C:11]=3[C:12]([C:14]([O:16][CH3:17])=[O:15])=[CH:13][C:4]=2[N:3]=1)=[O:46]. (4) Given the reactants O[CH2:2][CH2:3][C@@H:4]1[NH:18][C:17](=[O:19])[N:16]([CH3:20])[CH2:15][CH2:14][CH2:13][CH2:12][CH:11]=[CH:10][C@H:9]2[C@@:7]([C:21]([OH:23])=[O:22])([CH2:8]2)[NH:6][C:5]1=[O:24].[C:25](Cl)(=[O:27])[CH3:26].CC(O)=O, predict the reaction product. The product is: [C:25]([CH2:2][CH2:3][CH:4]1[NH:18][C:17](=[O:19])[N:16]([CH3:20])[CH2:15][CH2:14][CH2:13][CH2:12][CH:11]=[CH:10][CH:9]2[C:7]([C:21]([OH:23])=[O:22])([CH2:8]2)[NH:6][C:5]1=[O:24])(=[O:27])[CH3:26]. (5) Given the reactants C([O-])C.[Na+].C(OC(=O)[N:9]=[S:10]([CH2:13][C:14]1[CH:19]=[CH:18][CH:17]=[C:16]([NH:20][C:21]2[N:26]=[C:25]([C:27]3[CH:32]=[CH:31][C:30]([F:33])=[CH:29][C:28]=3[O:34][CH3:35])[C:24]([F:36])=[CH:23][N:22]=2)[CH:15]=1)([CH3:12])=[O:11])C, predict the reaction product. The product is: [F:36][C:24]1[C:25]([C:27]2[CH:32]=[CH:31][C:30]([F:33])=[CH:29][C:28]=2[O:34][CH3:35])=[N:26][C:21]([NH:20][C:16]2[CH:17]=[CH:18][CH:19]=[C:14]([CH2:13][S:10]([CH3:12])(=[NH:9])=[O:11])[CH:15]=2)=[N:22][CH:23]=1. (6) Given the reactants [F:1][CH:2]([F:10])[C:3](=[C:5]([C:8]#[N:9])[C:6]#[N:7])O.P(Cl)(Cl)(Cl)(Cl)[Cl:12], predict the reaction product. The product is: [Cl:12][C:3](=[C:5]([C:8]#[N:9])[C:6]#[N:7])[CH:2]([F:10])[F:1].